From a dataset of Catalyst prediction with 721,799 reactions and 888 catalyst types from USPTO. Predict which catalyst facilitates the given reaction. (1) Reactant: [F:1][C:2]1[C:19]([F:20])=[CH:18][CH:17]=[CH:16][C:3]=1[CH2:4][N:5]1[C:9]2=[N:10][C:11]([CH3:14])=[N:12][CH:13]=[C:8]2[C:7](I)=[N:6]1.[Cu][C:22]#[N:23].C(OCC)(=O)C. Product: [F:1][C:2]1[C:19]([F:20])=[CH:18][CH:17]=[CH:16][C:3]=1[CH2:4][N:5]1[C:9]2=[N:10][C:11]([CH3:14])=[N:12][CH:13]=[C:8]2[C:7]([C:22]#[N:23])=[N:6]1. The catalyst class is: 16. (2) Reactant: [CH3:1][O:2][C:3]1[CH:10]=[CH:9][C:6]([CH2:7][NH2:8])=[CH:5][CH:4]=1.[CH:11]([C:13]1[CH:14]=[C:15]([CH:20]=[CH:21][CH:22]=1)[C:16]([O:18][CH3:19])=[O:17])=O.C([BH3-])#N.[Na+]. Product: [CH3:1][O:2][C:3]1[CH:10]=[CH:9][C:6]([CH2:7][NH:8][CH2:11][C:13]2[CH:14]=[C:15]([CH:20]=[CH:21][CH:22]=2)[C:16]([O:18][CH3:19])=[O:17])=[CH:5][CH:4]=1. The catalyst class is: 5.